From a dataset of HIV replication inhibition screening data with 41,000+ compounds from the AIDS Antiviral Screen. Binary Classification. Given a drug SMILES string, predict its activity (active/inactive) in a high-throughput screening assay against a specified biological target. The drug is CCOC(=O)c1nc2ccc(C(F)(F)F)cc2nc1Oc1cc(OC)c(OC)c(OC)c1. The result is 0 (inactive).